This data is from Reaction yield outcomes from USPTO patents with 853,638 reactions. The task is: Predict the reaction yield, written as a fraction of the theoretical maximum amount of product (1.0 means a 100% yield; for example, 0.34 means a 34% yield). (1) The reactants are Cl[C:2]1[C:11]([Cl:12])=[N:10][C:9]2[C:4](=[CH:5][CH:6]=[CH:7][CH:8]=2)[N:3]=1.[CH2:13]([S:16]([NH2:19])(=[O:18])=[O:17])[CH2:14][CH3:15].C(=O)([O-])[O-].[K+].[K+].C(O)(=O)C. The catalyst is CS(C)=O. The product is [Cl:12][C:11]1[C:2]([NH:19][S:16]([CH2:13][CH2:14][CH3:15])(=[O:18])=[O:17])=[N:3][C:4]2[C:9]([N:10]=1)=[CH:8][CH:7]=[CH:6][CH:5]=2. The yield is 0.840. (2) The reactants are [CH3:1][O:2][C:3]([NH:5][C@H:6]([C:10]([N:12]1[C@@H:16]([CH3:17])[CH2:15][CH2:14][C@H:13]1[C:18]1[NH:22][C:21]2[C:23]3[C:28]([CH:29]=[CH:30][C:20]=2[N:19]=1)=[CH:27][C:26]1[C:31]2[C:36]([CH2:37][O:38][C:25]=1[CH:24]=3)=[CH:35][C:34]([C:39]1[NH:43][C:42]([C@@H:44]3[CH2:48][C@H:47]([CH2:49][O:50][CH3:51])[CH2:46][N:45]3C(OC(C)(C)C)=O)=[N:41][CH:40]=1)=[CH:33][CH:32]=2)=[O:11])[CH:7]([CH3:9])[CH3:8])=[O:4].[CH3:59][O:60][C@H:61]([CH3:71])[C@H:62]([NH:66][C:67]([O:69][CH3:70])=[O:68])[C:63]([OH:65])=O.CN(C(ON1N=NC2C=CC=NC1=2)=[N+](C)C)C.F[P-](F)(F)(F)(F)F.CN1CCOCC1. The catalyst is Cl.CCO.CN(C=O)C. The product is [CH3:59][O:60][C@@H:61]([CH3:71])[C@H:62]([NH:66][C:67]([O:69][CH3:70])=[O:68])[C:63]([N:45]1[CH2:46][C@@H:47]([CH2:49][O:50][CH3:51])[CH2:48][C@H:44]1[C:42]1[NH:43][C:39]([C:34]2[CH:35]=[C:36]3[CH2:37][O:38][C:25]4[CH:24]=[C:23]5[C:28]([CH:29]=[CH:30][C:20]6[N:19]=[C:18]([C@@H:13]7[CH2:14][CH2:15][C@H:16]([CH3:17])[N:12]7[C:10](=[O:11])[C@@H:6]([NH:5][C:3](=[O:4])[O:2][CH3:1])[CH:7]([CH3:9])[CH3:8])[NH:22][C:21]=65)=[CH:27][C:26]=4[C:31]3=[CH:32][CH:33]=2)=[CH:40][N:41]=1)=[O:65]. The yield is 0.590. (3) The product is [Cl:1][C:2]1[C:3]([CH:13]=[O:14])=[CH:4][C:5]([CH2:8][CH2:9][CH2:10][O:11][CH3:12])=[N:6][CH:7]=1. The reactants are [Cl:1][C:2]1[C:3]([CH:13](OC)[O:14]C)=[CH:4][C:5]([CH2:8][CH2:9][CH2:10][O:11][CH3:12])=[N:6][CH:7]=1.CCOC(C)=O.[OH-].[Na+]. The catalyst is Cl. The yield is 0.990. (4) The reactants are C[O:2][C:3]([C:5]1[CH:10]=[CH:9][C:8](=[O:11])[N:7]([CH3:12])[C:6]=1[NH:13][C:14]1[CH:19]=[CH:18][C:17]([Br:20])=[CH:16][C:15]=1[F:21])=[O:4].BrC1C=CC(N)=C(F)C=1.C[Si]([N-][Si](C)(C)C)(C)C.[Li+].COC(C1C=CC(=O)N(C)C=1Cl)=O. The catalyst is C1COCC1. The product is [Br:20][C:17]1[CH:18]=[CH:19][C:14]([NH:13][C:6]2[N:7]([CH3:12])[C:8](=[O:11])[CH:9]=[CH:10][C:5]=2[C:3]([OH:4])=[O:2])=[C:15]([F:21])[CH:16]=1. The yield is 0.650. (5) The reactants are [Br:1][C:2]1[CH:7]=[CH:6][C:5]([NH:8][C:9]2[C:10]([CH:19]([OH:28])[CH2:20][Si](OC(C)C)(C)C)=[CH:11][C:12]3[NH:16][CH:15]=[N:14][C:13]=3[C:17]=2[F:18])=[C:4]([Cl:29])[CH:3]=1.[F-].[K+].[OH:32]O. The catalyst is CO.C1COCC1.O. The product is [Br:1][C:2]1[CH:7]=[CH:6][C:5]([NH:8][C:9]2[C:10]([CH:19]([OH:28])[CH2:20][OH:32])=[CH:11][C:12]3[NH:16][CH:15]=[N:14][C:13]=3[C:17]=2[F:18])=[C:4]([Cl:29])[CH:3]=1. The yield is 0.340. (6) The reactants are Cl[C:2]1[N:3]=[CH:4][C:5]2[S:10][CH:9]=[C:8]([NH:11][C:12]3[CH:17]=[C:16]([O:18][CH3:19])[C:15]([O:20][CH3:21])=[C:14]([O:22][CH3:23])[CH:13]=3)[C:6]=2[N:7]=1.[O:24]1[CH2:29][CH2:28][N:27]([C:30]2[N:35]=[CH:34][C:33]([NH2:36])=[CH:32][CH:31]=2)[CH2:26][CH2:25]1. No catalyst specified. The product is [O:24]1[CH2:29][CH2:28][N:27]([C:30]2[N:35]=[CH:34][C:33]([NH:36][C:2]3[N:3]=[CH:4][C:5]4[S:10][CH:9]=[C:8]([NH:11][C:12]5[CH:17]=[C:16]([O:18][CH3:19])[C:15]([O:20][CH3:21])=[C:14]([O:22][CH3:23])[CH:13]=5)[C:6]=4[N:7]=3)=[CH:32][CH:31]=2)[CH2:26][CH2:25]1. The yield is 0.740. (7) The reactants are F[C:2]1[CH:7]=[CH:6][C:5]([I:8])=[CH:4][N:3]=1.[CH2:9]([N:11]1[C:15]([CH3:17])([CH3:16])[CH2:14][C:13](=[O:18])[NH:12]1)[CH3:10].C(=O)([O-])[O-].[Cs+].[Cs+]. The catalyst is C1(C)C=CC=CC=1. The product is [CH2:9]([N:11]1[C:15]([CH3:17])([CH3:16])[CH2:14][C:13](=[O:18])[N:12]1[C:2]1[CH:7]=[CH:6][C:5]([I:8])=[CH:4][N:3]=1)[CH3:10]. The yield is 0.280. (8) The reactants are [CH2:1]([O:3][C:4](=[O:31])[CH:5]([N:14]([CH:28]1[CH2:30][CH2:29]1)[C:15](=O)[C:16]1[CH:21]=[CH:20][C:19]([O:22][C:23]([F:26])([F:25])[F:24])=[CH:18][CH:17]=1)[C:6](=O)[C:7]1[CH:8]=[N:9][CH:10]=[CH:11][CH:12]=1)[CH3:2].FC(F)(F)C([O-])=O.[NH4+:39]. The catalyst is CCO. The product is [CH2:1]([O:3][C:4]([C:5]1[N:14]([CH:28]2[CH2:30][CH2:29]2)[C:15]([C:16]2[CH:17]=[CH:18][C:19]([O:22][C:23]([F:25])([F:26])[F:24])=[CH:20][CH:21]=2)=[N:39][C:6]=1[C:7]1[CH:8]=[N:9][CH:10]=[CH:11][CH:12]=1)=[O:31])[CH3:2]. The yield is 0.800. (9) The reactants are [CH3:1][O:2][C:3]1[CH:4]=[CH:5][C:6]2[S:12][CH2:11][CH2:10][NH:9][CH2:8][C:7]=2[N:13]=1.[F:14][C:15]1[CH:24]=[C:23]([CH:25]=O)[CH:22]=[CH:21][C:16]=1[C:17]([O:19][CH3:20])=[O:18].C(O[BH-](OC(=O)C)OC(=O)C)(=O)C.[Na+]. The catalyst is ClCCCl. The product is [F:14][C:15]1[CH:24]=[C:23]([CH2:25][N:9]2[CH2:8][C:7]3[N:13]=[C:3]([O:2][CH3:1])[CH:4]=[CH:5][C:6]=3[S:12][CH2:11][CH2:10]2)[CH:22]=[CH:21][C:16]=1[C:17]([O:19][CH3:20])=[O:18]. The yield is 0.430.